This data is from NCI-60 drug combinations with 297,098 pairs across 59 cell lines. The task is: Regression. Given two drug SMILES strings and cell line genomic features, predict the synergy score measuring deviation from expected non-interaction effect. (1) Drug 1: CC(CN1CC(=O)NC(=O)C1)N2CC(=O)NC(=O)C2. Drug 2: CC12CCC3C(C1CCC2O)C(CC4=C3C=CC(=C4)O)CCCCCCCCCS(=O)CCCC(C(F)(F)F)(F)F. Cell line: SF-539. Synergy scores: CSS=11.9, Synergy_ZIP=-4.80, Synergy_Bliss=-4.13, Synergy_Loewe=-2.81, Synergy_HSA=-3.03. (2) Cell line: K-562. Drug 2: C1CC(=O)NC(=O)C1N2C(=O)C3=CC=CC=C3C2=O. Synergy scores: CSS=57.9, Synergy_ZIP=2.45, Synergy_Bliss=2.84, Synergy_Loewe=-24.2, Synergy_HSA=1.64. Drug 1: CC1=C(C=C(C=C1)NC(=O)C2=CC=C(C=C2)CN3CCN(CC3)C)NC4=NC=CC(=N4)C5=CN=CC=C5. (3) Drug 1: CC1OCC2C(O1)C(C(C(O2)OC3C4COC(=O)C4C(C5=CC6=C(C=C35)OCO6)C7=CC(=C(C(=C7)OC)O)OC)O)O. Drug 2: CN(C)N=NC1=C(NC=N1)C(=O)N. Cell line: RPMI-8226. Synergy scores: CSS=48.8, Synergy_ZIP=2.40, Synergy_Bliss=4.03, Synergy_Loewe=-15.0, Synergy_HSA=4.75. (4) Drug 1: CCC1(CC2CC(C3=C(CCN(C2)C1)C4=CC=CC=C4N3)(C5=C(C=C6C(=C5)C78CCN9C7C(C=CC9)(C(C(C8N6C)(C(=O)OC)O)OC(=O)C)CC)OC)C(=O)OC)O.OS(=O)(=O)O. Drug 2: CC1C(C(CC(O1)OC2CC(CC3=C2C(=C4C(=C3O)C(=O)C5=C(C4=O)C(=CC=C5)OC)O)(C(=O)CO)O)N)O.Cl. Cell line: SNB-75. Synergy scores: CSS=60.6, Synergy_ZIP=-1.24, Synergy_Bliss=-0.576, Synergy_Loewe=3.62, Synergy_HSA=4.32.